From a dataset of Peptide-MHC class II binding affinity with 134,281 pairs from IEDB. Regression. Given a peptide amino acid sequence and an MHC pseudo amino acid sequence, predict their binding affinity value. This is MHC class II binding data. (1) The peptide sequence is EEGKCGLNSVDSLEH. The MHC is HLA-DQA10303-DQB10402 with pseudo-sequence HLA-DQA10303-DQB10402. The binding affinity (normalized) is 0. (2) The peptide sequence is RGLSSRKRRSHDVLT. The MHC is DRB1_0701 with pseudo-sequence DRB1_0701. The binding affinity (normalized) is 0. (3) The peptide sequence is SGPLKAEIAQRLEDV. The MHC is DRB5_0101 with pseudo-sequence DRB5_0101. The binding affinity (normalized) is 0.488. (4) The peptide sequence is RDIFLSQHHPSSLLL. The MHC is DRB1_0101 with pseudo-sequence DRB1_0101. The binding affinity (normalized) is 0.971. (5) The peptide sequence is HMAKEDLVANQPNLK. The MHC is DRB1_0301 with pseudo-sequence DRB1_0301. The binding affinity (normalized) is 0.202. (6) The peptide sequence is FMRMAWGGSYIALDS. The MHC is DRB1_1101 with pseudo-sequence DRB1_1101. The binding affinity (normalized) is 0.267.